This data is from Forward reaction prediction with 1.9M reactions from USPTO patents (1976-2016). The task is: Predict the product of the given reaction. (1) The product is: [Cl:20][C:14]1[CH:15]=[CH:16][CH:17]=[C:18]([Cl:19])[C:13]=1[N:12]1[C:2]2[N:3]=[C:4]([S:29][CH3:30])[N:5]=[C:6]([C:21]3[CH:26]=[CH:25][C:24]([F:27])=[CH:23][C:22]=3[F:28])[C:7]=2[CH:8]=[CH:9][C:10]1=[O:11]. Given the reactants Cl[C:2]1[C:7]([CH2:8][CH2:9][C:10]([NH:12][C:13]2[C:18]([Cl:19])=[CH:17][CH:16]=[CH:15][C:14]=2[Cl:20])=[O:11])=[C:6]([C:21]2[CH:26]=[CH:25][C:24]([F:27])=[CH:23][C:22]=2[F:28])[N:5]=[C:4]([S:29][CH3:30])[N:3]=1.CC(N=NC(C#N)(C)C)(C#N)C, predict the reaction product. (2) Given the reactants CN(C(ON1N=NC2C=CC=NC1=2)=[N+](C)C)C.F[P-](F)(F)(F)(F)F.[C:25]1([C:31](=[N:38][CH2:39][C:40]2([C:55](O)=[O:56])[CH2:45][CH2:44][N:43]([C:46]3[C:47]4[CH:54]=[CH:53][NH:52][C:48]=4[N:49]=[CH:50][N:51]=3)[CH2:42][CH2:41]2)[C:32]2[CH:37]=[CH:36][CH:35]=[CH:34][CH:33]=2)[CH:30]=[CH:29][CH:28]=[CH:27][CH:26]=1.[CH3:58][C:59]1[S:63][C:62]([CH2:64][NH2:65])=[CH:61][CH:60]=1.CCN(C(C)C)C(C)C, predict the reaction product. The product is: [C:25]1([C:31](=[N:38][CH2:39][C:40]2([C:55]([NH:65][CH2:64][C:62]3[S:63][C:59]([CH3:58])=[CH:60][CH:61]=3)=[O:56])[CH2:45][CH2:44][N:43]([C:46]3[C:47]4[CH:54]=[CH:53][NH:52][C:48]=4[N:49]=[CH:50][N:51]=3)[CH2:42][CH2:41]2)[C:32]2[CH:37]=[CH:36][CH:35]=[CH:34][CH:33]=2)[CH:30]=[CH:29][CH:28]=[CH:27][CH:26]=1. (3) Given the reactants [CH3:1][N:2]1[C:10]2[C:5](=[CH:6][CH:7]=[CH:8][CH:9]=2)[CH:4]=[C:3]1[C:11](Cl)=[O:12].[NH2:14][C:15]1[C:20]2[C:21]([C:24]3[CH:29]=[CH:28][C:27]([NH2:30])=[C:26]([O:31][CH3:32])[CH:25]=3)=[CH:22][S:23][C:19]=2[C:18]([NH:33][C:34](=[O:43])[CH2:35][CH2:36][N:37]2[CH2:42][CH2:41][O:40][CH2:39][CH2:38]2)=[CH:17][N:16]=1, predict the reaction product. The product is: [NH2:14][C:15]1[C:20]2[C:21]([C:24]3[CH:29]=[CH:28][C:27]([NH:30][C:11]([C:3]4[N:2]([CH3:1])[C:10]5[C:5]([CH:4]=4)=[CH:6][CH:7]=[CH:8][CH:9]=5)=[O:12])=[C:26]([O:31][CH3:32])[CH:25]=3)=[CH:22][S:23][C:19]=2[C:18]([NH:33][C:34](=[O:43])[CH2:35][CH2:36][N:37]2[CH2:38][CH2:39][O:40][CH2:41][CH2:42]2)=[CH:17][N:16]=1. (4) Given the reactants C([Li])(CC)C.C1C[O:9][CH2:8]C1.[F:11][C:12]1[CH:17]=[CH:16][CH:15]=[CH:14][C:13]=1[O:18][CH3:19].CN(C=O)C, predict the reaction product. The product is: [F:11][C:12]1[C:13]([O:18][CH3:19])=[CH:14][CH:15]=[CH:16][C:17]=1[CH:8]=[O:9].